From a dataset of Reaction yield outcomes from USPTO patents with 853,638 reactions. Predict the reaction yield, written as a fraction of the theoretical maximum amount of product (1.0 means a 100% yield; for example, 0.34 means a 34% yield). (1) The yield is 0.990. The reactants are [CH3:1][C:2]1[N:11]=[CH:10][C:9]2[C:4](=[CH:5][CH:6]=[CH:7][C:8]=2[O:12][CH2:13][CH2:14][OH:15])[N:3]=1.C(N(CC)CC)C.[CH3:23][S:24](Cl)(=[O:26])=[O:25]. The catalyst is ClCCl. The product is [CH3:23][S:24]([O:15][CH2:14][CH2:13][O:12][C:8]1[CH:7]=[CH:6][CH:5]=[C:4]2[C:9]=1[CH:10]=[N:11][C:2]([CH3:1])=[N:3]2)(=[O:26])=[O:25]. (2) The reactants are Cl.Cl.[CH:3]1[C:15]2[CH:14]([CH2:16][O:17][C:18]([N:20]3[CH2:25][CH2:24][N:23]([CH2:26][CH2:27][C:28](OCC)=N)[CH2:22][CH2:21]3)=[O:19])[C:13]3[C:8](=[CH:9][CH:10]=[CH:11][CH:12]=3)[C:7]=2[CH:6]=[CH:5][CH:4]=1.[F:33][C:34]1[CH:39]=[CH:38][C:37]([NH2:40])=[C:36]([NH2:41])[CH:35]=1.C(Cl)(Cl)Cl.C(=O)([O-])[O-].[K+].[K+]. The catalyst is ClCCl. The product is [CH:3]1[C:15]2[CH:14]([CH2:16][O:17][C:18]([N:20]3[CH2:25][CH2:24][N:23]([CH2:26][CH2:27][C:28]4[NH:40][C:37]5[CH:38]=[CH:39][C:34]([F:33])=[CH:35][C:36]=5[N:41]=4)[CH2:22][CH2:21]3)=[O:19])[C:13]3[C:8](=[CH:9][CH:10]=[CH:11][CH:12]=3)[C:7]=2[CH:6]=[CH:5][CH:4]=1. The yield is 0.430. (3) The reactants are [OH-].[Na+].[Cl:3][C:4]1[N:9]=[C:8]([CH2:10][S:11]([CH3:20])(=[O:19])=[N:12]C(=O)C(F)(F)F)[CH:7]=[C:6]([N:21]2[CH2:26][CH2:25][O:24][CH2:23][C@H:22]2[CH3:27])[N:5]=1.Br[CH2:29][CH2:30]Br. The catalyst is S([O-])(O)(=O)=O.C([N+](CCCC)(CCCC)CCCC)CCC.C1(C)C=CC=CC=1.CCOC(C)=O. The product is [Cl:3][C:4]1[N:5]=[C:6]([N:21]2[CH2:26][CH2:25][O:24][CH2:23][C@H:22]2[CH3:27])[CH:7]=[C:8]([C:10]2([S:11]([CH3:20])(=[NH:12])=[O:19])[CH2:30][CH2:29]2)[N:9]=1. The yield is 0.320. (4) The reactants are [Cl-].Cl.[CH2:3]([N:10]([CH2:14][C:15]1[N:16]=[CH:17][NH:18][C:19]=1[C:20]([O:22][CH3:23])=[O:21])[CH2:11][CH2:12]Cl)[C:4]1[CH:9]=[CH:8][CH:7]=[CH:6][CH:5]=1. The catalyst is C(#N)C. The product is [CH2:3]([N:10]1[CH2:11][CH2:12][N:16]2[CH:17]=[N:18][C:19]([C:20]([O:22][CH3:23])=[O:21])=[C:15]2[CH2:14]1)[C:4]1[CH:9]=[CH:8][CH:7]=[CH:6][CH:5]=1. The yield is 0.660. (5) The reactants are [F:1][C:2]1[C:11]([CH:12]=[O:13])=[C:10]([F:14])[CH:9]=[C:8]2[C:3]=1[CH:4]=[CH:5][CH:6]=[N:7]2.[CH2:15]([Mg]I)C. The catalyst is C1COCC1. The product is [F:1][C:2]1[C:11]([CH:12]([OH:13])[CH3:15])=[C:10]([F:14])[CH:9]=[C:8]2[C:3]=1[CH:4]=[CH:5][CH:6]=[N:7]2. The yield is 0.580. (6) The reactants are Cl[C:2]1[N:3]=[C:4]([N:16]2[CH2:21][CH2:20][O:19][CH2:18][CH2:17]2)[C:5]2[CH2:10][N:9]([C:11]([O:13][CH2:14][CH3:15])=[O:12])[CH2:8][C:6]=2[N:7]=1.[F:22][C:23]1[CH:24]=[C:25]([NH:38][C:39]([NH:41][CH2:42][CH2:43][F:44])=[O:40])[CH:26]=[CH:27][C:28]=1B1OC(C)(C)C(C)(C)O1. The catalyst is ClCCl.C1C=CC(P(C2C=CC=CC=2)[C-]2C=CC=C2)=CC=1.C1C=CC(P(C2C=CC=CC=2)[C-]2C=CC=C2)=CC=1.Cl[Pd]Cl.[Fe+2]. The product is [F:22][C:23]1[CH:24]=[C:25]([NH:38][C:39]([NH:41][CH2:42][CH2:43][F:44])=[O:40])[CH:26]=[CH:27][C:28]=1[C:2]1[N:3]=[C:4]([N:16]2[CH2:21][CH2:20][O:19][CH2:18][CH2:17]2)[C:5]2[CH2:10][N:9]([C:11]([O:13][CH2:14][CH3:15])=[O:12])[CH2:8][C:6]=2[N:7]=1. The yield is 0.120. (7) The reactants are Br[C:2]1[CH:7]=[CH:6][C:5]([S:8]([NH:11][CH2:12][CH2:13][CH3:14])(=[O:10])=[O:9])=[CH:4][CH:3]=1.[C:15]([C:17]1[N:21]([CH3:22])[C:20](B(O)O)=[CH:19][CH:18]=1)#[N:16].[F-].[K+].C(P(C(C)(C)C)C(C)(C)C)(C)(C)C. The catalyst is C1C=CC(/C=C/C(/C=C/C2C=CC=CC=2)=O)=CC=1.C1C=CC(/C=C/C(/C=C/C2C=CC=CC=2)=O)=CC=1.C1C=CC(/C=C/C(/C=C/C2C=CC=CC=2)=O)=CC=1.[Pd].[Pd]. The product is [C:15]([C:17]1[N:21]([CH3:22])[C:20]([C:2]2[CH:7]=[CH:6][C:5]([S:8]([NH:11][CH2:12][CH2:13][CH3:14])(=[O:10])=[O:9])=[CH:4][CH:3]=2)=[CH:19][CH:18]=1)#[N:16]. The yield is 0.170.